This data is from Peptide-MHC class I binding affinity with 185,985 pairs from IEDB/IMGT. The task is: Regression. Given a peptide amino acid sequence and an MHC pseudo amino acid sequence, predict their binding affinity value. This is MHC class I binding data. (1) The peptide sequence is TSAICSVVR. The MHC is HLA-A02:03 with pseudo-sequence HLA-A02:03. The binding affinity (normalized) is 0. (2) The peptide sequence is FAAPHRGVA. The MHC is HLA-A80:01 with pseudo-sequence HLA-A80:01. The binding affinity (normalized) is 0.0847. (3) The peptide sequence is FLADYRGKT. The MHC is HLA-B35:01 with pseudo-sequence HLA-B35:01. The binding affinity (normalized) is 0.0847. (4) The peptide sequence is AETQNSSFII. The MHC is HLA-B44:02 with pseudo-sequence HLA-B44:02. The binding affinity (normalized) is 0.616. (5) The MHC is HLA-B53:01 with pseudo-sequence HLA-B53:01. The peptide sequence is KGAVDLSHFL. The binding affinity (normalized) is 0. (6) The peptide sequence is FHRKKTDAL. The MHC is HLA-A24:03 with pseudo-sequence HLA-A24:03. The binding affinity (normalized) is 0.0847.